Dataset: Reaction yield outcomes from USPTO patents with 853,638 reactions. Task: Predict the reaction yield, written as a fraction of the theoretical maximum amount of product (1.0 means a 100% yield; for example, 0.34 means a 34% yield). (1) The reactants are [NH2:1][C:2]1[CH:3]=[CH:4][CH:5]=[C:6]2[C:11]=1[N:10]=[CH:9][CH:8]=[CH:7]2.[F:12][C:13]([F:25])([F:24])[C:14]1[N:19]=[CH:18][C:17]([S:20](Cl)(=[O:22])=[O:21])=[CH:16][CH:15]=1. The catalyst is CN(C1C=CN=CC=1)C. The product is [N:10]1[C:11]2[C:6](=[CH:5][CH:4]=[CH:3][C:2]=2[NH:1][S:20]([C:17]2[CH:18]=[N:19][C:14]([C:13]([F:25])([F:12])[F:24])=[CH:15][CH:16]=2)(=[O:22])=[O:21])[CH:7]=[CH:8][CH:9]=1. The yield is 0.580. (2) The reactants are Cl[C:2]1[C:7]([CH:8]=[O:9])=[C:6]([N:10]2[CH2:22][CH2:21][C:20]3[N:19]4[C:14]([CH2:15][CH2:16][CH2:17][CH2:18]4)=[C:13]([F:23])[C:12]=3[C:11]2=[O:24])[N:5]=[CH:4][CH:3]=1.[CH3:25][N:26]1[C:30]([CH3:31])=[CH:29][C:28]([NH:32][C:33]2[C:34](=[O:49])[N:35]([CH3:48])[CH:36]=[C:37](B3OC(C)(C)C(C)(C)O3)[CH:38]=2)=[N:27]1.C([O-])([O-])=O.[Cs+].[Cs+].O1CCOCC1. The catalyst is C1C=CC(/C=C/C(/C=C/C2C=CC=CC=2)=O)=CC=1.C1C=CC(/C=C/C(/C=C/C2C=CC=CC=2)=O)=CC=1.C1C=CC(/C=C/C(/C=C/C2C=CC=CC=2)=O)=CC=1.[Pd].[Pd].O. The product is [CH3:25][N:26]1[C:30]([CH3:31])=[CH:29][C:28]([NH:32][C:33]2[C:34](=[O:49])[N:35]([CH3:48])[CH:36]=[C:37]([C:2]3[CH:3]=[CH:4][N:5]=[C:6]([N:10]4[CH2:22][CH2:21][C:20]5[N:19]6[C:14]([CH2:15][CH2:16][CH2:17][CH2:18]6)=[C:13]([F:23])[C:12]=5[C:11]4=[O:24])[C:7]=3[CH:8]=[O:9])[CH:38]=2)=[N:27]1. The yield is 0.610. (3) The reactants are [Br:1][C:2]1[CH:3]=[C:4]([CH:7]=[CH:8][C:9]=1F)[CH:5]=[O:6].[C:11]1([OH:17])[CH:16]=[CH:15][CH:14]=[CH:13][CH:12]=1.C(=O)([O-])[O-].[K+].[K+].O. The catalyst is CN(C)C=O. The product is [Br:1][C:2]1[CH:3]=[C:4]([CH:7]=[CH:8][C:9]=1[O:17][C:11]1[CH:16]=[CH:15][CH:14]=[CH:13][CH:12]=1)[CH:5]=[O:6]. The yield is 0.820. (4) The reactants are [NH2:1][C:2]([C:4]1[C:5]([Cl:13])=[C:6]([C:9]([O:11]C)=O)[NH:7][CH:8]=1)=[O:3].[OH-].[Li+].CCN(C(C)C)C(C)C.CN(C(ON1N=NC2C=CC=NC1=2)=[N+](C)C)C.F[P-](F)(F)(F)(F)F.[NH2:49][CH2:50][C:51]1[C:52]([F:68])=[C:53]([O:58][C:59]2[CH:60]=[C:61]([CH:64]=[C:65]([Cl:67])[CH:66]=2)[C:62]#[N:63])[C:54]([Cl:57])=[CH:55][CH:56]=1. The catalyst is C1COCC1.O.CN(C=O)C. The product is [Cl:13][C:5]1[C:4]([C:2]([NH2:1])=[O:3])=[CH:8][NH:7][C:6]=1[C:9]([NH:49][CH2:50][C:51]1[CH:56]=[CH:55][C:54]([Cl:57])=[C:53]([O:58][C:59]2[CH:60]=[C:61]([C:62]#[N:63])[CH:64]=[C:65]([Cl:67])[CH:66]=2)[C:52]=1[F:68])=[O:11]. The yield is 0.210. (5) The reactants are [CH3:1][OH:2].[CH3:3][NH:4][C:5]1[CH:10]=[CH:9][C:8]([F:11])=[CH:7][C:6]=1[N+:12]([O-])=O.O. The catalyst is [C].[Pd].O1CCOCC1. The product is [F:11][C:8]1[CH:9]=[CH:10][C:5]2[N:4]([CH3:3])[C:1]([OH:2])=[N:12][C:6]=2[CH:7]=1. The yield is 0.650.